From a dataset of Forward reaction prediction with 1.9M reactions from USPTO patents (1976-2016). Predict the product of the given reaction. (1) Given the reactants [CH2:1]([O:3][C:4](=[O:17])[CH:5]([OH:16])[C:6]1[CH:11]=[CH:10][C:9]([C:12]([F:15])([F:14])[F:13])=[CH:8][CH:7]=1)[CH3:2].CCN(C(C)C)C(C)C.[CH3:27][S:28](Cl)(=[O:30])=[O:29], predict the reaction product. The product is: [CH2:1]([O:3][C:4](=[O:17])[CH:5]([O:16][S:28]([CH3:27])(=[O:30])=[O:29])[C:6]1[CH:7]=[CH:8][C:9]([C:12]([F:13])([F:14])[F:15])=[CH:10][CH:11]=1)[CH3:2]. (2) Given the reactants C(O[C:9]1[CH:14]=[CH:13][N:12]=[C:11]([NH:15][NH:16][C:17](=O)[CH2:18][CH:19]2[CH2:21][CH2:20]2)[C:10]=1[C:23]#[N:24])C1C=CC=CC=1.O(Cl)[Cl:26].[P+5], predict the reaction product. The product is: [Cl:26][C:9]1[CH:14]=[CH:13][N:12]2[C:17]([CH2:18][CH:19]3[CH2:21][CH2:20]3)=[N:16][N:15]=[C:11]2[C:10]=1[C:23]#[N:24]. (3) Given the reactants [I:1]N1C(=O)CCC1=O.[CH:9]1[C:21]2[NH:20][C:19]3[C:14](=[CH:15][CH:16]=[CH:17][CH:18]=3)[C:13]=2[CH:12]=[CH:11][CH:10]=1.O, predict the reaction product. The product is: [I:1][C:11]1[CH:10]=[CH:9][C:21]2[NH:20][C:19]3[C:14]([C:13]=2[CH:12]=1)=[CH:15][CH:16]=[CH:17][CH:18]=3. (4) Given the reactants [NH2:1][C:2]1[CH:3]=[C:4](B(O)O)[CH:5]=[C:6]([C:8]([O:10][CH3:11])=[O:9])[CH:7]=1.[Br:15][C:16]1[CH:21]=[CH:20][CH:19]=[CH:18][C:17]=1Br.C(=O)([O-])[O-].[K+].[K+].C1(C)C=CC=CC=1.C(O)C, predict the reaction product. The product is: [CH3:11][O:10][C:8]([C:6]1[CH:5]=[C:4]([C:17]2[CH:18]=[CH:19][CH:20]=[CH:21][C:16]=2[Br:15])[CH:3]=[C:2]([NH2:1])[CH:7]=1)=[O:9]. (5) The product is: [F:15][C:3]1[CH:4]=[C:5]2[C:9](=[CH:10][C:2]=1[C:19]1[CH:20]=[CH:21][N:16]=[CH:17][CH:18]=1)[N:8]([CH3:11])[C:7](=[O:12])[C:6]2([CH3:14])[CH3:13]. Given the reactants Br[C:2]1[CH:10]=[C:9]2[C:5]([C:6]([CH3:14])([CH3:13])[C:7](=[O:12])[N:8]2[CH3:11])=[CH:4][C:3]=1[F:15].[N:16]1[CH:21]=[CH:20][C:19](B(O)O)=[CH:18][CH:17]=1, predict the reaction product. (6) Given the reactants [NH2:1][CH2:2][CH:3]([C:5]1[CH:10]=[CH:9][CH:8]=[CH:7][CH:6]=1)[OH:4].[CH3:11][C:12]([O:15][C:16](=O)[O:17]C(C)(C)C)([CH3:14])[CH3:13].C(=O)([O-])[O-].[Na+].[Na+].Cl, predict the reaction product. The product is: [OH:4][CH:3]([C:5]1[CH:10]=[CH:9][CH:8]=[CH:7][CH:6]=1)[CH2:2][NH:1][C:16](=[O:17])[O:15][C:12]([CH3:14])([CH3:13])[CH3:11].